Dataset: Full USPTO retrosynthesis dataset with 1.9M reactions from patents (1976-2016). Task: Predict the reactants needed to synthesize the given product. (1) Given the product [F:1][C:2]1[CH:3]=[C:4]([C@H:13]([NH:17][C:18]([N:20]2[CH2:25][C:24](=[O:26])[NH:23][C:22]3[CH:27]=[CH:28][CH:29]=[N:30][C:21]2=3)=[O:19])[CH2:14][O:15][CH3:16])[CH:5]=[CH:6][C:7]=1[O:8][C:9]([F:11])([F:12])[F:10], predict the reactants needed to synthesize it. The reactants are: [F:1][C:2]1[CH:3]=[C:4]([CH:13]([NH:17][C:18]([N:20]2[CH2:25][C:24](=[O:26])[NH:23][C:22]3[CH:27]=[CH:28][CH:29]=[N:30][C:21]2=3)=[O:19])[CH2:14][O:15][CH3:16])[CH:5]=[CH:6][C:7]=1[O:8][C:9]([F:12])([F:11])[F:10].C(=O)=O.CO. (2) Given the product [Br:33][C:34]1[N:39]2[CH:40]=[CH:41][N:42]=[C:38]2[C:37]([NH:43][C:44]2[CH:45]=[CH:46][C:47]([C:48]([NH:24][CH2:23][C:22]3[CH:19]=[N:18][CH:27]=[CH:28][CH:26]=3)=[O:50])=[CH:51][CH:52]=2)=[N:36][CH:35]=1, predict the reactants needed to synthesize it. The reactants are: OC1C=CC(CNC(=O)C2C=CC(NC3C4[N:18]([CH:27]=[CH:28]N=4)[C:19]([C:22]4[CH:23]=[N:24]N[CH:26]=4)=CN=3)=CC=2)=CC=1.[Br:33][C:34]1[N:39]2[CH:40]=[CH:41][N:42]=[C:38]2[C:37]([NH:43][C:44]2[CH:52]=[CH:51][C:47]([C:48]([OH:50])=O)=[CH:46][CH:45]=2)=[N:36][CH:35]=1.NCC1C=NC=CC=1.C(N(CC)C(C)C)(C)C.F[P-](F)(F)(F)(F)F.N1(OC(N(C)C)=[N+](C)C)C2N=CC=CC=2N=N1. (3) Given the product [C:15]([O:14][C:12](=[O:13])[NH:11][CH2:10][CH2:9][CH2:8][CH2:7][CH2:6][N:1]1[CH2:5][CH2:4][CH2:3][CH2:2]1)([CH3:18])([CH3:17])[CH3:16], predict the reactants needed to synthesize it. The reactants are: [N:1]1([CH2:6][CH2:7][CH2:8][CH2:9][CH2:10][NH2:11])[CH2:5][CH2:4][CH2:3][CH2:2]1.[C:12](O[C:12]([O:14][C:15]([CH3:18])([CH3:17])[CH3:16])=[O:13])([O:14][C:15]([CH3:18])([CH3:17])[CH3:16])=[O:13]. (4) Given the product [OH:27][CH2:26][C:16]1[CH:17]=[C:18]2[C:13](=[CH:14][CH:15]=1)[C:12](=[O:29])[N:11]([CH2:30][CH:31]([CH3:33])[CH3:32])[C:10]([CH2:9][NH:8][C:6](=[O:7])[O:5][C:1]([CH3:4])([CH3:2])[CH3:3])=[C:19]2[C:20]1[CH:21]=[CH:22][CH:23]=[CH:24][CH:25]=1, predict the reactants needed to synthesize it. The reactants are: [C:1]([O:5][C:6]([NH:8][CH2:9][C:10]1[N:11]([CH2:30][CH:31]([CH3:33])[CH3:32])[C:12](=[O:29])[C:13]2[C:18]([C:19]=1[C:20]1[CH:25]=[CH:24][CH:23]=[CH:22][CH:21]=1)=[CH:17][C:16]([C:26](O)=[O:27])=[CH:15][CH:14]=2)=[O:7])([CH3:4])([CH3:3])[CH3:2].CN1CCOCC1.ClC(OCC)=O.[BH4-].[Na+]. (5) Given the product [CH2:1]([C:3]1[C:4]([C:23]([C:25]2[NH:29][C:28]3[CH:38]=[CH:39][C:40]([C:42]#[N:43])=[CH:41][C:27]=3[N:26]=2)([OH:24])[C:89]([F:92])([F:91])[F:90])=[C:5]2[C:9](=[C:10]([CH3:12])[CH:11]=1)[NH:8][CH:7]=[CH:6]2)[CH3:2], predict the reactants needed to synthesize it. The reactants are: [CH2:1]([C:3]1[CH:11]=[C:10]([CH3:12])[C:9]2[N:8](S(C3C=CC(C)=CC=3)(=O)=O)[CH:7]=[CH:6][C:5]=2[C:4]=1[C:23]([C:25]1[N:29](COCC[Si](C)(C)C)[C:28]2[CH:38]=[CH:39][C:40]([C:42]#[N:43])=[CH:41][C:27]=2[N:26]=1)=[O:24])[CH3:2].C(C1C=C(C)C2N(S(C3C=CC(C)=CC=3)(=O)=O)C=CC=2C=1C(C1N(COCC[Si](C)(C)C)C2C=C(C#N)C=CC=2N=1)=O)C.C[Si](C)(C)[C:89]([F:92])([F:91])[F:90].CCCC[N+](CCCC)(CCCC)CCCC.[F-].C(N)CN.